Dataset: Catalyst prediction with 721,799 reactions and 888 catalyst types from USPTO. Task: Predict which catalyst facilitates the given reaction. (1) Reactant: [CH3:1][C:2]1[C:3]([C:12]2[S:13][CH:14]=[CH:15][CH:16]=2)=[N:4][O:5][C:6]=1[C:7]([O:9][CH2:10][CH3:11])=[O:8].C1C(=O)N([Br:24])C(=O)C1.C(OOC(=O)C1C=CC=CC=1)(=O)C1C=CC=CC=1. Product: [Br:24][CH2:1][C:2]1[C:3]([C:12]2[S:13][CH:14]=[CH:15][CH:16]=2)=[N:4][O:5][C:6]=1[C:7]([O:9][CH2:10][CH3:11])=[O:8]. The catalyst class is: 53. (2) Reactant: [OH:1][C:2]1[C:7]([NH:8]/[N:9]=[C:10]2/[C:11]([CH3:25])=[N:12][N:13]([C:16]3[CH:17]=[C:18]4[C:22](=[CH:23][CH:24]=3)[CH2:21][CH2:20][CH2:19]4)[C:14]/2=[O:15])=[CH:6][CH:5]=[CH:4][C:3]=1[C:26]1[O:30][C:29]([C:31]([OH:33])=[O:32])=[CH:28][CH:27]=1.C(CN)O.C(CN)O.OC1C(N/N=[C:51]2/C(C)=N[N:54]([C:57]3C=C4C(=C[CH:65]=3)CCC4)[C:55]/2=O)=CC=CC=1C1OC(C(O)=O)=CC=1.C(NCC)C.C(NCC)C.OC1C(N/N=C2/C(C)=NN(C3C=CC4CCCCC=4C=3)C/2=O)=CC=CC=1C1OC(C(O)=O)=CC=1. Product: [CH2:14]([NH:13][CH2:16][CH3:24])[CH3:10].[CH2:55]([NH:54][CH2:57][CH3:65])[CH3:51].[OH:1][C:2]1[C:7]([NH:8]/[N:9]=[C:10]2/[C:11]([CH3:25])=[N:12][N:13]([C:16]3[CH:17]=[C:18]4[C:22](=[CH:23][CH:24]=3)[CH2:21][CH2:20][CH2:19]4)[C:14]/2=[O:15])=[CH:6][CH:5]=[CH:4][C:3]=1[C:26]1[O:30][C:29]([C:31]([OH:33])=[O:32])=[CH:28][CH:27]=1. The catalyst class is: 7. (3) Reactant: [CH3:1][O:2][C:3]1[C:12]2[C:7](=[C:8]([O:22][CH3:23])[CH:9]=[CH:10][C:11]=2[S:13][CH2:14][CH:15](OCC)OCC)[C:6]([S:24][CH2:25][CH:26](OCC)OCC)=[CH:5][CH:4]=1.ClCCl. Product: [CH3:1][O:2][C:3]1[C:12]2[C:11]3[S:13][CH:14]=[CH:15][C:10]=3[CH:9]=[C:8]([O:22][CH3:23])[C:7]=2[C:6]2[S:24][CH:25]=[CH:26][C:5]=2[CH:4]=1. The catalyst class is: 159. (4) Reactant: [NH2:1][C:2]1[CH:7]=[CH:6][CH:5]=[CH:4][CH:3]=1.C(N(CC)CC)C.Cl[C:16](=[O:22])[CH2:17][C:18]([O:20][CH3:21])=[O:19]. Product: [CH3:21][O:20][C:18](=[O:19])[CH2:17][C:16]([NH:1][C:2]1[CH:7]=[CH:6][CH:5]=[CH:4][CH:3]=1)=[O:22]. The catalyst class is: 2.